This data is from Forward reaction prediction with 1.9M reactions from USPTO patents (1976-2016). The task is: Predict the product of the given reaction. (1) Given the reactants [CH3:1][O:2][C:3]1[CH:4]=[C:5]([SH:9])[CH:6]=[CH:7][CH:8]=1.[C:10](OCC)(=[O:15])[CH2:11][C:12]([CH3:14])=O, predict the reaction product. The product is: [CH3:1][O:2][C:3]1[CH:4]=[C:5]2[C:6]([C:10](=[O:15])[CH:11]=[C:12]([CH3:14])[S:9]2)=[CH:7][CH:8]=1. (2) Given the reactants [CH2:1]([NH:5][C:6]1[CH:7]=[C:8]([C:12]2[CH:17]=[CH:16][C:15]([C:18]([F:21])([F:20])[F:19])=[CH:14][CH:13]=2)[CH:9]=[CH:10][CH:11]=1)[CH2:2][CH2:3][CH3:4].Br[CH2:23][C:24]1[CH:36]=[CH:35][C:27]([O:28][CH2:29][C:30]([O:32][CH2:33][CH3:34])=[O:31])=[C:26]([CH3:37])[CH:25]=1.C(N(CC)C(C)C)(C)C, predict the reaction product. The product is: [CH2:1]([N:5]([CH2:23][C:24]1[CH:36]=[CH:35][C:27]([O:28][CH2:29][C:30]([O:32][CH2:33][CH3:34])=[O:31])=[C:26]([CH3:37])[CH:25]=1)[C:6]1[CH:7]=[C:8]([C:12]2[CH:13]=[CH:14][C:15]([C:18]([F:19])([F:20])[F:21])=[CH:16][CH:17]=2)[CH:9]=[CH:10][CH:11]=1)[CH2:2][CH2:3][CH3:4]. (3) Given the reactants N[C:2]1C=C(C)NC(=O)N=1.FC1C=CC(B(O)O)=CC=1.NC1C=CN(C2C=CC(F)=CC=2)C(=O)N=1.[Cl:35][CH2:36][C:37]1[N:38]=[C:39]2[CH:44]=[CH:43][N:42]([C:45]3[CH:50]=[CH:49][C:48]([F:51])=[CH:47][CH:46]=3)[C:41](=[O:52])[N:40]2[CH:53]=1, predict the reaction product. The product is: [Cl:35][CH2:36][C:37]1[N:38]=[C:39]2[CH:44]=[C:43]([CH3:2])[N:42]([C:45]3[CH:46]=[CH:47][C:48]([F:51])=[CH:49][CH:50]=3)[C:41](=[O:52])[N:40]2[CH:53]=1. (4) Given the reactants Cl.Cl.[CH2:3]([N:10]1[C:19]2[C:14](=[CH:15][C:16]([Cl:20])=[CH:17][CH:18]=2)[CH2:13][CH:12]([NH2:21])[CH2:11]1)[C:4]1[CH:9]=[CH:8][CH:7]=[CH:6][CH:5]=1.CN1CCOCC1.[C:29]1([S:35](Cl)(=[O:37])=[O:36])[CH:34]=[CH:33][CH:32]=[CH:31][CH:30]=1.C(O)C(N)(CO)CO, predict the reaction product. The product is: [CH2:3]([N:10]1[C:19]2[C:14](=[CH:15][C:16]([Cl:20])=[CH:17][CH:18]=2)[CH2:13][CH:12]([NH:21][S:35]([C:29]2[CH:34]=[CH:33][CH:32]=[CH:31][CH:30]=2)(=[O:37])=[O:36])[CH2:11]1)[C:4]1[CH:9]=[CH:8][CH:7]=[CH:6][CH:5]=1. (5) Given the reactants [C:1]1([CH:7](O)[CH2:8][N:9]2[CH2:14][CH2:13][CH:12]([NH:15][C:16]3[CH:21]=[CH:20][CH:19]=[CH:18][CH:17]=3)[CH2:11][CH2:10]2)[CH:6]=[CH:5][CH:4]=[CH:3][CH:2]=1.CS(Cl)(=O)=O.[CH3:28][O:29][CH2:30][CH2:31][N:32]1[CH2:37][CH2:36][NH:35][CH2:34][CH2:33]1, predict the reaction product. The product is: [CH3:28][O:29][CH2:30][CH2:31][N:32]1[CH2:37][CH2:36][N:35]([CH:7]([C:1]2[CH:6]=[CH:5][CH:4]=[CH:3][CH:2]=2)[CH2:8][N:9]2[CH2:14][CH2:13][CH:12]([NH:15][C:16]3[CH:21]=[CH:20][CH:19]=[CH:18][CH:17]=3)[CH2:11][CH2:10]2)[CH2:34][CH2:33]1. (6) Given the reactants [CH3:1][O:2][CH2:3][C@H:4]([CH3:32])[O:5][C:6]1[CH:7]=[C:8]([CH:19]=[C:20]([C:22]2[NH:23][C:24]([C:27]3[S:28][CH:29]=[CH:30][N:31]=3)=[CH:25][CH:26]=2)[CH:21]=1)[O:9][C:10]1[CH:15]=[CH:14][C:13]([C:16](=[O:18])[CH3:17])=[CH:12][CH:11]=1.[BH4-].[Na+].[Cl-].[NH4+], predict the reaction product. The product is: [CH3:1][O:2][CH2:3][C@H:4]([CH3:32])[O:5][C:6]1[CH:7]=[C:8]([CH:19]=[C:20]([C:22]2[NH:23][C:24]([C:27]3[S:28][CH:29]=[CH:30][N:31]=3)=[CH:25][CH:26]=2)[CH:21]=1)[O:9][C:10]1[CH:15]=[CH:14][C:13]([CH:16]([OH:18])[CH3:17])=[CH:12][CH:11]=1. (7) Given the reactants [OH:1][C@@H:2]1[CH2:7][CH2:6][C@H:5]([N:8]2[C:13](=[O:14])[C:12]([CH2:15][C:16]3[CH:21]=[CH:20][C:19]([C:22]4[C:23]([C:28]#[N:29])=[CH:24][CH:25]=[CH:26][CH:27]=4)=[CH:18][CH:17]=3)=[C:11]([CH2:30][CH2:31][CH3:32])[N:10]3[N:33]=[CH:34][N:35]=[C:9]23)[CH2:4][CH2:3]1.[O:36]1[CH:40]=[CH:39][C:38](O)=[N:37]1.C1(P(C2C=CC=CC=2)C2C=CC=CC=2)C=CC=CC=1.[N:62]([C:63]([O:65]C(C)C)=[O:64])=[N:62][C:63]([O:65]C(C)C)=[O:64].Cl.[Cl-].O[NH3+].C(=O)([O-])O.[Na+], predict the reaction product. The product is: [O:36]1[CH:40]=[CH:39][C:38]([O:1][C@H:2]2[CH2:7][CH2:6][C@H:5]([N:8]3[C:13](=[O:14])[C:12]([CH2:15][C:16]4[CH:21]=[CH:20][C:19]([C:22]5[CH:27]=[CH:26][CH:25]=[CH:24][C:23]=5[C:28]5[NH:62][C:63](=[O:64])[O:65][N:29]=5)=[CH:18][CH:17]=4)=[C:11]([CH2:30][CH2:31][CH3:32])[N:10]4[N:33]=[CH:34][N:35]=[C:9]34)[CH2:4][CH2:3]2)=[N:37]1.